Predict the reaction yield, written as a fraction of the theoretical maximum amount of product (1.0 means a 100% yield; for example, 0.34 means a 34% yield). From a dataset of Reaction yield outcomes from USPTO patents with 853,638 reactions. (1) The reactants are [ClH:1].[CH2:2]([O:4][C:5](=[O:8])[CH2:6]N)[CH3:3].Cl.[N:10]([O-:12])=O.[Na+]. The catalyst is O. The product is [CH2:2]([O:4][C:5](=[O:8])[C:6]([Cl:1])=[N:10][OH:12])[CH3:3]. The yield is 0.510. (2) The reactants are C(Br)C1C=CC=CC=1.[F:9][C:10]1[CH:17]=[CH:16][C:13]([CH2:14]Br)=[CH:12][CH:11]=1.[CH3:18][C:19]1[N:20]=[C:21]([N:29]2[CH2:33][CH2:32][NH:31][C:30]2=[O:34])[S:22][C:23]=1[C:24]([O:26][CH2:27][CH3:28])=[O:25]. No catalyst specified. The product is [F:9][C:10]1[CH:17]=[CH:16][C:13]([CH2:14][N:31]2[CH2:32][CH2:33][N:29]([C:21]3[S:22][C:23]([C:24]([O:26][CH2:27][CH3:28])=[O:25])=[C:19]([CH3:18])[N:20]=3)[C:30]2=[O:34])=[CH:12][CH:11]=1. The yield is 0.980. (3) The catalyst is CCO. The reactants are [CH3:1][C:2](=O)[CH2:3][CH3:4].Cl.[Br:7][C:8]1[CH:13]=[CH:12][C:11]([NH:14]N)=[CH:10][CH:9]=1. The product is [Br:7][C:8]1[CH:13]=[C:12]2[C:11](=[CH:10][CH:9]=1)[NH:14][C:3]([CH3:4])=[C:2]2[CH3:1]. The yield is 0.670. (4) The reactants are [Cl:1][C:2]1[N:7]=[C:6]([N:8]2[CH2:13][CH2:12][O:11][CH2:10][CH2:9]2)[C:5]([O:14]C)=[CH:4][N:3]=1.[Cl-].[Al+3].[Cl-].[Cl-]. The catalyst is C(Cl)Cl. The product is [Cl:1][C:2]1[N:7]=[C:6]([N:8]2[CH2:13][CH2:12][O:11][CH2:10][CH2:9]2)[C:5]([OH:14])=[CH:4][N:3]=1. The yield is 0.892.